This data is from Full USPTO retrosynthesis dataset with 1.9M reactions from patents (1976-2016). The task is: Predict the reactants needed to synthesize the given product. (1) Given the product [CH:6]1[C:7]2[C:12](=[CH:11][CH:10]=[CH:9][CH:8]=2)[CH:13]=[CH:14][C:5]=1[C@:3]1([OH:4])[O:50][CH2:49][C:48]([CH3:52])([CH3:51])[NH:47][C@H:2]1[CH3:15], predict the reactants needed to synthesize it. The reactants are: O[C@H:2]([CH3:15])[C:3]([C:5]1[CH:14]=[CH:13][C:12]2[C:7](=[CH:8][CH:9]=[CH:10][CH:11]=2)[CH:6]=1)=[O:4].CN(C1C2C(N(C)C)=CC=CC=2C=CC=1)C.S(OS(C(F)(F)F)(=O)=O)(C(F)(F)F)(=O)=O.[NH2:47][C:48]([CH3:52])([CH3:51])[CH2:49][OH:50]. (2) Given the product [Cl:27][C:28]1[CH:29]=[C:30]([CH:34]=[CH:35][C:36]=1[Cl:37])[C:31]([NH:1][C:2]1[CH:7]=[N:6][C:5]([O:8][C:9]2[CH:10]=[CH:11][C:12]([C:13]([N:51]3[CH2:52][CH2:53][N:48]([CH2:40][CH2:41][C:42]4[CH:47]=[CH:46][CH:45]=[CH:44][CH:43]=4)[CH2:49][CH2:50]3)=[O:15])=[CH:18][CH:19]=2)=[CH:4][CH:3]=1)=[O:32], predict the reactants needed to synthesize it. The reactants are: [NH2:1][C:2]1[CH:3]=[CH:4][C:5]([O:8][C:9]2[CH:19]=[CH:18][C:12]([C:13]([O:15]CC)=O)=[CH:11][CH:10]=2)=[N:6][CH:7]=1.C(N(CC)CC)C.[Cl:27][C:28]1[CH:29]=[C:30]([CH:34]=[CH:35][C:36]=1[Cl:37])[C:31](Cl)=[O:32].[OH-].[Na+].[CH2:40]([N:48]1[CH2:53][CH2:52][NH:51][CH2:50][CH2:49]1)[CH2:41][C:42]1[CH:47]=[CH:46][CH:45]=[CH:44][CH:43]=1.Cl.C(N=C=NCCCN(C)C)C.O.ON1C2C=CC=CC=2N=N1.